The task is: Regression. Given two drug SMILES strings and cell line genomic features, predict the synergy score measuring deviation from expected non-interaction effect.. This data is from NCI-60 drug combinations with 297,098 pairs across 59 cell lines. (1) Drug 1: CC1OCC2C(O1)C(C(C(O2)OC3C4COC(=O)C4C(C5=CC6=C(C=C35)OCO6)C7=CC(=C(C(=C7)OC)O)OC)O)O. Drug 2: CC1=CC2C(CCC3(C2CCC3(C(=O)C)OC(=O)C)C)C4(C1=CC(=O)CC4)C. Cell line: SR. Synergy scores: CSS=91.8, Synergy_ZIP=20.5, Synergy_Bliss=20.1, Synergy_Loewe=-8.31, Synergy_HSA=20.1. (2) Drug 1: CC1=C2C(C(=O)C3(C(CC4C(C3C(C(C2(C)C)(CC1OC(=O)C(C(C5=CC=CC=C5)NC(=O)OC(C)(C)C)O)O)OC(=O)C6=CC=CC=C6)(CO4)OC(=O)C)OC)C)OC. Drug 2: C1CCN(CC1)CCOC2=CC=C(C=C2)C(=O)C3=C(SC4=C3C=CC(=C4)O)C5=CC=C(C=C5)O. Cell line: OVCAR3. Synergy scores: CSS=54.7, Synergy_ZIP=4.73, Synergy_Bliss=4.69, Synergy_Loewe=-32.1, Synergy_HSA=4.62. (3) Drug 1: CN1CCC(CC1)COC2=C(C=C3C(=C2)N=CN=C3NC4=C(C=C(C=C4)Br)F)OC. Drug 2: COC1=NC(=NC2=C1N=CN2C3C(C(C(O3)CO)O)O)N. Cell line: SNB-75. Synergy scores: CSS=3.38, Synergy_ZIP=-2.77, Synergy_Bliss=-0.722, Synergy_Loewe=-11.5, Synergy_HSA=-0.947. (4) Drug 1: C1C(C(OC1N2C=C(C(=O)NC2=O)F)CO)O. Drug 2: C1CN1C2=NC(=NC(=N2)N3CC3)N4CC4. Cell line: HOP-92. Synergy scores: CSS=30.6, Synergy_ZIP=-11.1, Synergy_Bliss=0.893, Synergy_Loewe=0.819, Synergy_HSA=2.22. (5) Drug 1: C1=NC2=C(N1)C(=S)N=CN2. Drug 2: C1CNP(=O)(OC1)N(CCCl)CCCl. Cell line: UACC62. Synergy scores: CSS=29.4, Synergy_ZIP=1.67, Synergy_Bliss=1.82, Synergy_Loewe=-39.2, Synergy_HSA=0.719. (6) Drug 1: CC1=C(N=C(N=C1N)C(CC(=O)N)NCC(C(=O)N)N)C(=O)NC(C(C2=CN=CN2)OC3C(C(C(C(O3)CO)O)O)OC4C(C(C(C(O4)CO)O)OC(=O)N)O)C(=O)NC(C)C(C(C)C(=O)NC(C(C)O)C(=O)NCCC5=NC(=CS5)C6=NC(=CS6)C(=O)NCCC[S+](C)C)O. Drug 2: CCN(CC)CCCC(C)NC1=C2C=C(C=CC2=NC3=C1C=CC(=C3)Cl)OC. Cell line: M14. Synergy scores: CSS=12.8, Synergy_ZIP=-5.53, Synergy_Bliss=1.14, Synergy_Loewe=-0.307, Synergy_HSA=0.411.